From a dataset of Full USPTO retrosynthesis dataset with 1.9M reactions from patents (1976-2016). Predict the reactants needed to synthesize the given product. (1) Given the product [OH:35][CH2:34][C:32]([N:1]1[CH2:2][CH2:3][CH:4]([NH:7][C:8]([C:10]2[C:14]3[N:15]=[CH:16][N:17]=[C:18]([C:19]4[CH:24]=[C:23]([CH3:25])[CH:22]=[CH:21][C:20]=4[O:26][CH2:27][CH:28]4[CH2:29][CH2:30]4)[C:13]=3[NH:12][CH:11]=2)=[O:9])[CH2:5][CH2:6]1)=[O:33], predict the reactants needed to synthesize it. The reactants are: [NH:1]1[CH2:6][CH2:5][CH:4]([NH:7][C:8]([C:10]2[C:14]3[N:15]=[CH:16][N:17]=[C:18]([C:19]4[CH:24]=[C:23]([CH3:25])[CH:22]=[CH:21][C:20]=4[O:26][CH2:27][CH:28]4[CH2:30][CH2:29]4)[C:13]=3[NH:12][CH:11]=2)=[O:9])[CH2:3][CH2:2]1.Cl[C:32]([CH2:34][O:35]C(=O)C)=[O:33]. (2) Given the product [C:1]([O:5][C:6](=[O:31])[NH:7][CH2:8][CH2:9][C:10]1[CH:11]=[CH:12][C:13]([NH:16][C:17]2[C:26]3[C:21](=[CH:22][CH:23]=[C:24]([Br:27])[CH:25]=3)[N:20]=[CH:19][C:18]=2[NH2:28])=[CH:14][CH:15]=1)([CH3:4])([CH3:2])[CH3:3], predict the reactants needed to synthesize it. The reactants are: [C:1]([O:5][C:6](=[O:31])[NH:7][CH2:8][CH2:9][C:10]1[CH:15]=[CH:14][C:13]([NH:16][C:17]2[C:26]3[C:21](=[CH:22][CH:23]=[C:24]([Br:27])[CH:25]=3)[N:20]=[CH:19][C:18]=2[N+:28]([O-])=O)=[CH:12][CH:11]=1)([CH3:4])([CH3:3])[CH3:2]. (3) Given the product [C:1]([C:3]1[CH:4]=[C:5]([C:22]2[CH:27]=[CH:26][C:25]([C:28]([OH:30])=[O:29])=[C:24]([F:33])[CH:23]=2)[CH:6]=[CH:7][C:8]=1[O:9][CH2:10][CH:11]1[CH2:12][CH2:13][N:14]([CH2:17][C:18]([F:21])([CH3:20])[CH3:19])[CH2:15][CH2:16]1)#[N:2], predict the reactants needed to synthesize it. The reactants are: [C:1]([C:3]1[CH:4]=[C:5]([C:22]2[CH:27]=[CH:26][C:25]([C:28]([O:30]CC)=[O:29])=[C:24]([F:33])[CH:23]=2)[CH:6]=[CH:7][C:8]=1[O:9][CH2:10][CH:11]1[CH2:16][CH2:15][N:14]([CH2:17][C:18]([F:21])([CH3:20])[CH3:19])[CH2:13][CH2:12]1)#[N:2].O[Li].O. (4) Given the product [Cl:1][C:2]1[C:3]([O:9][CH:11]2[CH2:16][CH2:15][N:14]([C:17]([O:19][C:20]([CH3:23])([CH3:22])[CH3:21])=[O:18])[CH2:13][CH2:12]2)=[CH:4][C:5](=[O:8])[NH:6][CH:7]=1, predict the reactants needed to synthesize it. The reactants are: [Cl:1][C:2]1[C:3]([OH:9])=[CH:4][C:5](=[O:8])[NH:6][CH:7]=1.O[CH:11]1[CH2:16][CH2:15][N:14]([C:17]([O:19][C:20]([CH3:23])([CH3:22])[CH3:21])=[O:18])[CH2:13][CH2:12]1.C1(P(C2C=CC=CC=2)C2C=CC=CC=2)C=CC=CC=1.N(C(OC(C)C)=O)=NC(OC(C)C)=O. (5) Given the product [C:1]([O:5][C:6]([N:8]1[CH2:13][CH:12]=[C:11]([C:25]2[CH:26]=[CH:27][CH:28]=[CH:29][C:24]=2[C:22]#[N:23])[CH2:10][CH2:9]1)=[O:7])([CH3:4])([CH3:3])[CH3:2], predict the reactants needed to synthesize it. The reactants are: [C:1]([O:5][C:6]([N:8]1[CH2:13][CH:12]=[C:11](OS(C(F)(F)F)(=O)=O)[CH2:10][CH2:9]1)=[O:7])([CH3:4])([CH3:3])[CH3:2].[C:22]([C:24]1[CH:29]=[CH:28][CH:27]=[CH:26][C:25]=1B(O)O)#[N:23].C(=O)([O-])[O-].[Cs+].[Cs+]. (6) Given the product [CH2:1]([O:3][C:4](=[O:31])[CH2:5][C:6]1[CH:11]=[CH:10][C:9]([O:12][CH3:13])=[C:8]([O:14][C:15]2[CH:20]=[CH:19][C:18]([NH:21][C:32](=[O:37])[C:33]([CH3:36])([CH3:35])[CH3:34])=[CH:17][C:16]=2[CH2:22][S:23][C:24]2[CH:25]=[CH:26][C:27]([Cl:30])=[CH:28][CH:29]=2)[CH:7]=1)[CH3:2], predict the reactants needed to synthesize it. The reactants are: [CH2:1]([O:3][C:4](=[O:31])[CH2:5][C:6]1[CH:11]=[CH:10][C:9]([O:12][CH3:13])=[C:8]([O:14][C:15]2[CH:20]=[CH:19][C:18]([NH2:21])=[CH:17][C:16]=2[CH2:22][S:23][C:24]2[CH:29]=[CH:28][C:27]([Cl:30])=[CH:26][CH:25]=2)[CH:7]=1)[CH3:2].[C:32](Cl)(=[O:37])[C:33]([CH3:36])([CH3:35])[CH3:34]. (7) Given the product [Br-:33].[C:28]([O:2][C:3]1[CH:8]=[CH:7][C:6]([CH2:9][OH:10])=[CH:5][C:4]=1[C@@H:11]([C:22]1[CH:23]=[CH:24][CH:25]=[CH:26][CH:27]=1)[CH2:12][CH2:13][N+:14]([CH:19]([CH3:20])[CH3:21])([CH:16]([CH3:17])[CH3:18])[CH3:15])(=[O:32])[CH:29]([CH3:31])[CH3:30], predict the reactants needed to synthesize it. The reactants are: [Br-].[OH:2][C:3]1[CH:8]=[CH:7][C:6]([CH2:9][OH:10])=[CH:5][C:4]=1[C@@H:11]([C:22]1[CH:27]=[CH:26][CH:25]=[CH:24][CH:23]=1)[CH2:12][CH2:13][N+:14]([CH:19]([CH3:21])[CH3:20])([CH:16]([CH3:18])[CH3:17])[CH3:15].[C:28]([Br:33])(=[O:32])[CH:29]([CH3:31])[CH3:30].